From a dataset of Full USPTO retrosynthesis dataset with 1.9M reactions from patents (1976-2016). Predict the reactants needed to synthesize the given product. (1) The reactants are: [ClH:1].C(OC([NH:9][CH2:10][CH2:11][NH:12][C:13]([C:15]1[N:16]([C:35]2[CH:40]=[CH:39][C:38]([O:41][CH:42]([CH3:44])[CH3:43])=[CH:37][CH:36]=2)[C:17]2[C:22]([CH:23]=1)=[CH:21][C:20]([O:24][C:25]1[CH:30]=[CH:29][C:28]([C:31]([F:34])([F:33])[F:32])=[CH:27][N:26]=1)=[CH:19][CH:18]=2)=[O:14])=O)(C)(C)C. Given the product [ClH:1].[ClH:1].[NH2:9][CH2:10][CH2:11][NH:12][C:13]([C:15]1[N:16]([C:35]2[CH:36]=[CH:37][C:38]([O:41][CH:42]([CH3:44])[CH3:43])=[CH:39][CH:40]=2)[C:17]2[C:22]([CH:23]=1)=[CH:21][C:20]([O:24][C:25]1[CH:30]=[CH:29][C:28]([C:31]([F:33])([F:32])[F:34])=[CH:27][N:26]=1)=[CH:19][CH:18]=2)=[O:14], predict the reactants needed to synthesize it. (2) Given the product [Cl:1][C:2]1[CH:3]=[C:4]([C:17]2[CH:22]=[C:21]([F:23])[CH:20]=[CH:19][C:18]=2[O:24][C@@H:36]([CH3:41])[C:37]([O:39][CH3:40])=[O:38])[CH:5]=[CH:6][C:7]=1[S:8]([C:11]1[CH:12]=[CH:13][CH:14]=[CH:15][CH:16]=1)(=[O:10])=[O:9], predict the reactants needed to synthesize it. The reactants are: [Cl:1][C:2]1[CH:3]=[C:4]([C:17]2[C:18]([OH:24])=[CH:19][CH:20]=[C:21]([F:23])[CH:22]=2)[CH:5]=[CH:6][C:7]=1[S:8]([C:11]1[CH:16]=[CH:15][CH:14]=[CH:13][CH:12]=1)(=[O:10])=[O:9].CC1C=CC(S(O[C@H:36]([CH3:41])[C:37]([O:39][CH3:40])=[O:38])(=O)=O)=CC=1. (3) Given the product [CH2:14]([O:16][C:17]1[C:20](=[O:21])[C:19](=[O:24])[C:18]=1[NH:1][C:2]1[C:3]([OH:13])=[C:4]([CH:10]=[CH:11][CH:12]=1)[C:5]([N:7]([CH3:9])[CH3:8])=[O:6])[CH3:15], predict the reactants needed to synthesize it. The reactants are: [NH2:1][C:2]1[C:3]([OH:13])=[C:4]([CH:10]=[CH:11][CH:12]=1)[C:5]([N:7]([CH3:9])[CH3:8])=[O:6].[CH2:14]([O:16][C:17]1[C:18](=O)[C:19](=[O:24])[C:20]=1[O:21]CC)[CH3:15].C([O-])([O-])=O.[K+].[K+]. (4) Given the product [F:52][C:51]([F:54])([F:53])[C:49]([OH:55])=[O:50].[NH2:22][CH2:21][CH2:20][CH2:19][CH2:18][CH2:17][CH2:16][O:15][C:14]1[CH:13]=[C:12]([CH:32]=[C:31]([O:33][CH2:34][CH2:35][CH3:36])[CH:30]=1)[O:11][C:9]1[C:8]([NH:37][S:38]([C:41]2[N:42]=[CH:43][N:44]([CH3:46])[CH:45]=2)(=[O:40])=[O:39])=[CH:7][C:6]2[N:2]([CH3:1])[C:3](=[O:48])[N:4]([CH3:47])[C:5]=2[CH:10]=1, predict the reactants needed to synthesize it. The reactants are: [CH3:1][N:2]1[C:6]2[CH:7]=[C:8]([NH:37][S:38]([C:41]3[N:42]=[CH:43][N:44]([CH3:46])[CH:45]=3)(=[O:40])=[O:39])[C:9]([O:11][C:12]3[CH:13]=[C:14]([CH:30]=[C:31]([O:33][CH2:34][CH2:35][CH3:36])[CH:32]=3)[O:15][CH2:16][CH2:17][CH2:18][CH2:19][CH2:20][CH2:21][NH:22]C(=O)OC(C)(C)C)=[CH:10][C:5]=2[N:4]([CH3:47])[C:3]1=[O:48].[C:49]([OH:55])([C:51]([F:54])([F:53])[F:52])=[O:50]. (5) Given the product [O:8]1[CH:9]=[CH:10][C:6]([C:4](=[O:5])[CH2:12][C:13]2[CH:18]=[CH:17][CH:16]=[CH:15][CH:14]=2)=[CH:7]1, predict the reactants needed to synthesize it. The reactants are: CON(C)[C:4]([C:6]1[CH:10]=[CH:9][O:8][CH:7]=1)=[O:5].[CH2:12]([Mg]Cl)[C:13]1[CH:18]=[CH:17][CH:16]=[CH:15][CH:14]=1.CCOC(C)=O.[NH4+].[Cl-]. (6) Given the product [Cl:22][C:23]1[CH:28]=[CH:27][C:26]([CH2:29][C:4]([C:3]2[CH:8]=[CH:9][CH:10]=[CH:11][C:2]=2[F:1])=[O:6])=[C:25]([F:33])[CH:24]=1, predict the reactants needed to synthesize it. The reactants are: [F:1][C:2]1[CH:11]=[CH:10][CH:9]=[CH:8][C:3]=1[C:4]([O:6]C)=O.C[Si]([N-][Si](C)(C)C)(C)C.[Na+].[Cl:22][C:23]1[CH:28]=[CH:27][C:26]([CH2:29]C(O)=O)=[C:25]([F:33])[CH:24]=1.